From a dataset of Reaction yield outcomes from USPTO patents with 853,638 reactions. Predict the reaction yield, written as a fraction of the theoretical maximum amount of product (1.0 means a 100% yield; for example, 0.34 means a 34% yield). (1) The reactants are [Cl:1][C:2]1[CH:7]=[CH:6][C:5]([N:8]2[C:14](=O)[C:13]([CH3:17])([CH3:16])[C:12]3=[N:18][N:19]=[C:20]([CH3:21])[N:11]3[C:10]3[CH:22]=[CH:23][CH:24]=[CH:25][C:9]2=3)=[CH:4][CH:3]=1.B.C1COCC1. The catalyst is C1COCC1. The product is [Cl:1][C:2]1[CH:7]=[CH:6][C:5]([N:8]2[CH2:14][C:13]([CH3:17])([CH3:16])[C:12]3=[N:18][N:19]=[C:20]([CH3:21])[N:11]3[C:10]3[CH:22]=[CH:23][CH:24]=[CH:25][C:9]2=3)=[CH:4][CH:3]=1. The yield is 0.104. (2) The reactants are [Cl:1][C:2]1[C:7]2=[N:8][CH:9]=[C:10]([O:12][CH2:13][C:14]3O[CH:16]=[CH:17][N:18]=3)[N:11]=[C:6]2[CH:5]=[CH:4][N:3]=1.Cl[C:20]1[N:21]=C2C=CN=C(Cl)C2=N[CH:25]=1.OCC1N=C(C)C=CN=1. No catalyst specified. The yield is 0.560. The product is [Cl:1][C:2]1[C:7]2=[N:8][CH:9]=[C:10]([O:12][CH2:13][C:14]3[N:21]=[C:20]([CH3:25])[CH:16]=[CH:17][N:18]=3)[N:11]=[C:6]2[CH:5]=[CH:4][N:3]=1. (3) The reactants are [Br:1][C:2]1[CH:3]=[C:4]2[C:9](=[CH:10][CH:11]=1)[N:8]([C:12](=[O:14])[CH3:13])[C@@H:7]([CH3:15])[CH2:6][N:5]2S(C1C=CC(C)=CC=1)(=O)=O.S(=O)(=O)(O)O.[OH-].[Na+]. The catalyst is ClCCl. The product is [Br:1][C:2]1[CH:3]=[C:4]2[C:9](=[CH:10][CH:11]=1)[N:8]([C:12](=[O:14])[CH3:13])[C@@H:7]([CH3:15])[CH2:6][NH:5]2. The yield is 0.850. (4) The yield is 0.930. The reactants are [CH:1]([C:3]1[CH:8]=[CH:7][C:6]([C:9]2[C:10]([C:15]#[N:16])=[CH:11][CH:12]=[CH:13][CH:14]=2)=[CH:5][CH:4]=1)=[O:2].[CH3:17][Mg]Br.Cl. The product is [OH:2][CH:1]([C:3]1[CH:4]=[CH:5][C:6]([C:9]2[C:10]([C:15]#[N:16])=[CH:11][CH:12]=[CH:13][CH:14]=2)=[CH:7][CH:8]=1)[CH3:17]. The catalyst is O1CCCC1. (5) The reactants are [O:1]1[CH2:6][CH2:5][N:4]([CH2:7][CH:8]2[S:12][C:11]([C:13]3[NH:14][C:15]4[C:20]([CH:21]=3)=[CH:19][CH:18]=[CH:17][C:16]=4[N:22]([S:27]([C:30]3[S:31][CH:32]=[CH:33][CH:34]=3)(=[O:29])=[O:28])CC(O)=O)=[N:10][CH2:9]2)[CH2:3][CH2:2]1.Cl.C[N:37](C)[CH2:38][CH2:39]CN=C=NCC.C(=O)([O-])[OH:48].[Na+]. The catalyst is CN(C)C=O. The product is [O:1]1[CH2:6][CH2:5][N:4]([CH2:7][CH:8]2[S:12][C:11]([C:13]3[NH:14][C:15]4[C:20]([CH:21]=3)=[CH:19][CH:18]=[CH:17][C:16]=4[N:22]([S:27]([C:30]3[S:31][CH:32]=[CH:33][CH:34]=3)(=[O:28])=[O:29])[C:39](=[O:48])[CH2:38][NH2:37])=[N:10][CH2:9]2)[CH2:3][CH2:2]1. The yield is 0.710. (6) The reactants are [C:1]([NH:4][C:5]1[S:6][CH:7]=[C:8]([C:10]([OH:12])=[O:11])[N:9]=1)(=[O:3])[CH3:2].C(N1C=CN=C1)(N1C=CN=C1)=O.[NH:25]([C:39]([O:41][C:42]([CH3:45])([CH3:44])[CH3:43])=[O:40])[NH:26][C:27]([O:29][CH2:30][CH2:31][C:32]1[CH:37]=[CH:36][C:35](O)=[CH:34][CH:33]=1)=[O:28].O. The catalyst is CN(C)C=O.C(OCC)(=O)C. The product is [NH:26]([C:27]([O:29][CH2:30][CH2:31][C:32]1[CH:33]=[CH:34][C:35]([O:11][C:10]([C:8]2[N:9]=[C:5]([NH:4][C:1](=[O:3])[CH3:2])[S:6][CH:7]=2)=[O:12])=[CH:36][CH:37]=1)=[O:28])[NH:25][C:39]([O:41][C:42]([CH3:45])([CH3:44])[CH3:43])=[O:40]. The yield is 0.580. (7) The reactants are [CH2:1]([O:8][N:9]1[C:15](=[O:16])[N:14]2[CH2:17][C@H:10]1[CH2:11][CH2:12][C@H:13]2[C:18]([OH:20])=[O:19])[C:2]1[CH:7]=[CH:6][CH:5]=[CH:4][CH:3]=1.CN1CCOCC1.ClC(OCC(C)C)=O.O[N:37]1[C:41](=[O:42])[CH2:40][CH2:39][C:38]1=[O:43]. The catalyst is ClCCl. The product is [CH2:1]([O:8][N:9]1[C:15](=[O:16])[N:14]2[CH2:17][C@H:10]1[CH2:11][CH2:12][C@H:13]2[C:18]([O:20][N:37]1[C:41](=[O:42])[CH2:40][CH2:39][C:38]1=[O:43])=[O:19])[C:2]1[CH:7]=[CH:6][CH:5]=[CH:4][CH:3]=1. The yield is 0.590.